From a dataset of Forward reaction prediction with 1.9M reactions from USPTO patents (1976-2016). Predict the product of the given reaction. (1) Given the reactants [Br:1][C:2]1[CH:3]=[C:4]2[N:10]=[C:9]([C:11]3[CH:16]=[CH:15][C:14]([OH:17])=[CH:13][CH:12]=3)[NH:8][C:5]2=[N:6][CH:7]=1.Br[CH2:19][CH2:20][N:21](C)[C:22](=O)OC(C)(C)C.FC(F)(F)C(O)=O, predict the reaction product. The product is: [Br:1][C:2]1[CH:3]=[C:4]2[N:10]=[C:9]([C:11]3[CH:12]=[CH:13][C:14]([O:17][CH2:19][CH2:20][NH:21][CH3:22])=[CH:15][CH:16]=3)[NH:8][C:5]2=[N:6][CH:7]=1. (2) The product is: [CH:16]1([C:9]2[NH:8][C:3]3=[N:4][CH:5]=[CH:6][CH:7]=[C:2]3[CH:1]=2)[CH2:19][CH2:18][CH2:17]1. Given the reactants [CH3:1][C:2]1[C:3]([NH:8][C:9](=O)OC(C)(C)C)=[N:4][CH:5]=[CH:6][CH:7]=1.[CH2:16]([Li])[CH2:17][CH2:18][CH3:19].CN(OC)C(C1CCC1)=O.Cl, predict the reaction product.